Dataset: Tyrosyl-DNA phosphodiesterase HTS with 341,365 compounds. Task: Binary Classification. Given a drug SMILES string, predict its activity (active/inactive) in a high-throughput screening assay against a specified biological target. (1) The molecule is O=C(N\N=C(/CC)c1ccccc1)Nc1ccccc1. The result is 0 (inactive). (2) The compound is Brc1c2oc(SC)cc(=O)c2c(OC)cc1. The result is 0 (inactive). (3) The compound is O=C1NC(=O)c2c1cc(NC(=O)Cc1ccc([N+]([O-])=O)cc1)cc2. The result is 0 (inactive). (4) The drug is O(Cc1n(c2c(n1)cc(cc2)C(OCC)=O)CC)c1cc2c(cc1)cccc2. The result is 0 (inactive). (5) The compound is o1c2c(CN(CCCC)CC)c(O)ccc2c(c2ccccc2)cc1=O. The result is 0 (inactive). (6) The drug is S(=O)(=O)(N(CC(=O)Nc1scc(n1)C)C)c1c2ncccc2ccc1. The result is 0 (inactive). (7) The compound is S(=O)(=O)(N1C2CC(CC2)C1)c1ccc(cc1)C. The result is 0 (inactive). (8) The drug is OC(=O)c1c(N)ccc(N)c1. The result is 1 (active).